Dataset: Full USPTO retrosynthesis dataset with 1.9M reactions from patents (1976-2016). Task: Predict the reactants needed to synthesize the given product. (1) Given the product [CH3:40][O:10][C:8](=[O:9])[C:7]1[CH:11]=[C:3]([O:2][CH3:1])[CH:4]=[CH:5][C:6]=1[N:17]1[C:20]2[C:21](=[O:39])[N:22]([C:32]3[CH:37]=[CH:36][C:35]([I:38])=[CH:34][CH:33]=3)[CH2:23][CH2:24][C:25]=2[C:26]([C:27]([F:30])([F:29])[F:28])=[N:18]1, predict the reactants needed to synthesize it. The reactants are: [CH3:1][O:2][C:3]1[CH:11]=[C:7]([C:8]([OH:10])=[O:9])[C:6](N)=[CH:5][CH:4]=1.N([O-])=O.[Na+].[NH2:17][NH2:18].O[C:20]1[C:21](=[O:39])[N:22]([C:32]2[CH:37]=[CH:36][C:35]([I:38])=[CH:34][CH:33]=2)[CH2:23][CH2:24][C:25]=1[C:26](=O)[C:27]([F:30])([F:29])[F:28].[C:40](O)(=O)C. (2) The reactants are: CS[C:3](=[C:6]([C:9]#[N:10])[C:7]#[N:8])[S:4][CH3:5].[NH2:11][C:12]1[CH:16]=[CH:15][NH:14][N:13]=1. Given the product [NH2:8][C:7]1[N:13]2[N:14]=[CH:15][CH:16]=[C:12]2[N:11]=[C:3]([S:4][CH3:5])[C:6]=1[C:9]#[N:10], predict the reactants needed to synthesize it.